Dataset: Forward reaction prediction with 1.9M reactions from USPTO patents (1976-2016). Task: Predict the product of the given reaction. (1) Given the reactants [CH3:1][C:2]1[CH:3]=[CH:4][C:5]([O:15][CH2:16][C:17]2[CH:22]=[CH:21][C:20]([F:23])=[CH:19][CH:18]=2)=[C:6]([C:8](=O)[CH2:9][CH2:10][C:11](=O)[CH3:12])[CH:7]=1.[NH2:24][C:25]1[CH:26]=[C:27]([C:35]([OH:37])=[O:36])[C:28]2[C:33]([CH:34]=1)=[CH:32][CH:31]=[CH:30][CH:29]=2.CC1C=CC(S(O)(=O)=O)=CC=1, predict the reaction product. The product is: [CH3:1][C:2]1[CH:3]=[CH:4][C:5]([O:15][CH2:16][C:17]2[CH:22]=[CH:21][C:20]([F:23])=[CH:19][CH:18]=2)=[C:6]([C:8]2[N:24]([C:25]3[CH:26]=[C:27]([C:35]([OH:37])=[O:36])[C:28]4[C:33]([CH:34]=3)=[CH:32][CH:31]=[CH:30][CH:29]=4)[C:11]([CH3:12])=[CH:10][CH:9]=2)[CH:7]=1. (2) The product is: [OH:1][C:2]1[C:10]([C:11]([OH:13])=[O:12])=[C:9]2[N:5]([C@H:6]([C:15]([OH:17])=[O:16])[CH2:7][CH2:8]2)[C:4](=[O:20])[CH:3]=1. Given the reactants [OH:1][C:2]1[C:10]([C:11]([O:13]C)=[O:12])=[C:9]2[N:5]([C@H:6]([C:15]([O:17]CC)=[O:16])[CH2:7][CH2:8]2)[C:4](=[O:20])[CH:3]=1.Cl, predict the reaction product. (3) Given the reactants Cl.C(OC([NH:9][C@H:10]([CH:35]1[CH2:40][CH2:39][CH2:38][CH2:37][CH2:36]1)[C:11]([N:13]1[CH2:34][CH2:33][CH2:32][C@H:14]1[C:15]([NH:17][CH2:18][C:19]1[CH:24]=[C:23]([Cl:25])[CH:22]=[CH:21][C:20]=1[C:26]1[C:30]([Cl:31])=[N:29][S:28][N:27]=1)=[O:16])=[O:12])=O)(C)(C)C, predict the reaction product. The product is: [ClH:25].[NH2:9][C@H:10]([CH:35]1[CH2:40][CH2:39][CH2:38][CH2:37][CH2:36]1)[C:11]([N:13]1[CH2:34][CH2:33][CH2:32][C@H:14]1[C:15]([NH:17][CH2:18][C:19]1[CH:24]=[C:23]([Cl:25])[CH:22]=[CH:21][C:20]=1[C:26]1[C:30]([Cl:31])=[N:29][S:28][N:27]=1)=[O:16])=[O:12]. (4) Given the reactants [Cl:1][C:2]1[CH:7]=[CH:6][C:5]([CH:8]([C:24]2[CH:29]=[CH:28][C:27]([S:30]([CH3:33])(=[O:32])=[O:31])=[CH:26][CH:25]=2)[CH2:9][C:10]([C:12]2[CH:13]=[CH:14][C:15](=[O:23])[N:16]([CH2:18][CH2:19][O:20][CH2:21][CH3:22])[CH:17]=2)=O)=[C:4]([CH3:34])[CH:3]=1.Cl.[NH2:36][OH:37].C(=O)([O-])O.[Na+], predict the reaction product. The product is: [Cl:1][C:2]1[CH:7]=[CH:6][C:5]([CH:8]([C:24]2[CH:25]=[CH:26][C:27]([S:30]([CH3:33])(=[O:31])=[O:32])=[CH:28][CH:29]=2)[CH2:9]/[C:10](/[C:12]2[CH:13]=[CH:14][C:15](=[O:23])[N:16]([CH2:18][CH2:19][O:20][CH2:21][CH3:22])[CH:17]=2)=[N:36]\[OH:37])=[C:4]([CH3:34])[CH:3]=1. (5) The product is: [C:2]([C@@H:4]1[CH2:8][C@@H:7]([OH:9])[CH2:6][N:5]1[C:10](=[O:34])[C@@H:11]([NH:16][C:17]([O:19][CH2:20][C:21]1[C:33]2[CH2:32][C:31]3[C:26](=[CH:27][CH:28]=[CH:29][CH:30]=3)[C:25]=2[CH:24]=[CH:23][CH:22]=1)=[O:18])[C@@H:12]([CH3:15])[CH2:13][CH3:14])#[N:1]. Given the reactants [NH2:1][C:2]([C@@H:4]1[CH2:8][C@@H:7]([OH:9])[CH2:6][N:5]1[C:10](=[O:34])[C@@H:11]([NH:16][C:17]([O:19][CH2:20][C:21]1[C:33]2[CH2:32][C:31]3[C:26](=[CH:27][CH:28]=[CH:29][CH:30]=3)[C:25]=2[CH:24]=[CH:23][CH:22]=1)=[O:18])[C@@H:12]([CH3:15])[CH2:13][CH3:14])=O.FC(F)(F)C(OC(=O)C(F)(F)F)=O, predict the reaction product. (6) Given the reactants [N:1]1[N:2]([CH2:6][C:7]2[CH:14]=[CH:13][C:10]([CH:11]=O)=[CH:9][CH:8]=2)[N:3]=[CH:4][CH:5]=1.[NH2:15][C:16]1[N:17]=[N:18][C:19]([CH3:22])=[CH:20][CH:21]=1.C([O:25][C:26](=O)[C:27]([OH:40])=[CH:28][C:29]([C:31]1[CH:36]=[CH:35][C:34]([CH:37]([CH3:39])[CH3:38])=[CH:33][CH:32]=1)=[O:30])C, predict the reaction product. The product is: [OH:40][C:27]1[C:26](=[O:25])[N:15]([C:16]2[N:17]=[N:18][C:19]([CH3:22])=[CH:20][CH:21]=2)[CH:11]([C:10]2[CH:13]=[CH:14][C:7]([CH2:6][N:2]3[N:3]=[CH:4][CH:5]=[N:1]3)=[CH:8][CH:9]=2)[C:28]=1[C:29](=[O:30])[C:31]1[CH:36]=[CH:35][C:34]([CH:37]([CH3:39])[CH3:38])=[CH:33][CH:32]=1. (7) Given the reactants Br[C:2]1[CH:7]=[CH:6][C:5]([C:8]2[NH:12][C:11]3[CH:13]=[C:14]([S:17]([CH3:20])(=[O:19])=[O:18])[CH:15]=[CH:16][C:10]=3[N:9]=2)=[CH:4][CH:3]=1.[OH:21][C:22]1[CH:27]=[CH:26][CH:25]=[CH:24][C:23]=1B(O)O, predict the reaction product. The product is: [CH3:20][S:17]([C:14]1[CH:15]=[CH:16][C:10]2[N:9]=[C:8]([C:5]3[CH:6]=[CH:7][C:2]([C:23]4[C:22]([OH:21])=[CH:27][CH:26]=[CH:25][CH:24]=4)=[CH:3][CH:4]=3)[NH:12][C:11]=2[CH:13]=1)(=[O:19])=[O:18]. (8) Given the reactants [Cl:1][C:2]1[CH:10]=[C:9]2[C:5]([C:6]([C:11]([N:13]3[CH2:18][CH2:17][C:16]4([C:22]5[CH:23]=[CH:24][C:25]([F:27])=[CH:26][C:21]=5[C:20](=[O:28])[O:19]4)[CH2:15][CH2:14]3)=[O:12])=[CH:7][NH:8]2)=[CH:4][CH:3]=1.Br[CH2:30][C:31]([C:33]1[CH:38]=[CH:37][CH:36]=[CH:35][N:34]=1)=[O:32], predict the reaction product. The product is: [Cl:1][C:2]1[CH:10]=[C:9]2[C:5]([C:6]([C:11]([N:13]3[CH2:18][CH2:17][C:16]4([C:22]5[CH:23]=[CH:24][C:25]([F:27])=[CH:26][C:21]=5[C:20](=[O:28])[O:19]4)[CH2:15][CH2:14]3)=[O:12])=[CH:7][N:8]2[CH2:30][C:31](=[O:32])[C:33]2[CH:38]=[CH:37][CH:36]=[CH:35][N:34]=2)=[CH:4][CH:3]=1. (9) Given the reactants CS[C:3](=[C:6]([C:9]#[N:10])[C:7]#[N:8])SC.[N:11]1([CH2:17][CH2:18][CH2:19][NH2:20])[CH2:16][CH2:15][CH2:14][CH2:13][CH2:12]1.[NH2:21][CH2:22][CH2:23][N:24]1[CH2:29][CH2:28][CH2:27][CH2:26][CH2:25]1.Cl.C(=O)([O-])O.[Na+], predict the reaction product. The product is: [N:24]1([CH2:23][CH2:22][NH:21][C:3](=[C:6]([C:9]#[N:10])[C:7]#[N:8])[NH:20][CH2:19][CH2:18][CH2:17][N:11]2[CH2:16][CH2:15][CH2:14][CH2:13][CH2:12]2)[CH2:29][CH2:28][CH2:27][CH2:26][CH2:25]1.